Task: Predict the product of the given reaction.. Dataset: Forward reaction prediction with 1.9M reactions from USPTO patents (1976-2016) (1) The product is: [CH2:22]([O:1][C:2]1[CH:3]=[C:4]([CH:14]=[O:15])[C:5]([C:8]2[CH:13]=[CH:12][CH:11]=[CH:10][CH:9]=2)=[CH:6][CH:7]=1)[C:23]1[CH:28]=[CH:27][CH:26]=[CH:25][CH:24]=1. Given the reactants [OH:1][C:2]1[CH:3]=[C:4]([CH:14]=[O:15])[C:5]([C:8]2[CH:13]=[CH:12][CH:11]=[CH:10][CH:9]=2)=[CH:6][CH:7]=1.C(=O)([O-])[O-].[K+].[K+].[CH2:22](Br)[C:23]1[CH:28]=[CH:27][CH:26]=[CH:25][CH:24]=1, predict the reaction product. (2) Given the reactants C([O:8][C:9]1[CH:10]=[C:11]([CH2:15][CH2:16][N:17]([CH:24]2[CH2:28][CH2:27][O:26][CH2:25]2)[CH2:18][C:19]([N:21]([CH3:23])[CH3:22])=[O:20])[CH:12]=[CH:13][CH:14]=1)C1C=CC=CC=1, predict the reaction product. The product is: [OH:8][C:9]1[CH:10]=[C:11]([CH2:15][CH2:16][N:17]([CH:24]2[CH2:28][CH2:27][O:26][CH2:25]2)[CH2:18][C:19]([N:21]([CH3:22])[CH3:23])=[O:20])[CH:12]=[CH:13][CH:14]=1. (3) Given the reactants CS(O[CH2:6][C@@H:7]([NH:16][C:17]([O:19][C:20]([CH3:23])([CH3:22])[CH3:21])=[O:18])[C:8]1[CH:13]=[CH:12][C:11]([F:14])=[C:10]([Cl:15])[CH:9]=1)(=O)=O.C1COCC1.CC(C)=O.[Na+].[I-:34], predict the reaction product. The product is: [Cl:15][C:10]1[CH:9]=[C:8]([C@H:7]([NH:16][C:17](=[O:18])[O:19][C:20]([CH3:23])([CH3:22])[CH3:21])[CH2:6][I:34])[CH:13]=[CH:12][C:11]=1[F:14].